Dataset: Peptide-MHC class I binding affinity with 185,985 pairs from IEDB/IMGT. Task: Regression. Given a peptide amino acid sequence and an MHC pseudo amino acid sequence, predict their binding affinity value. This is MHC class I binding data. (1) The peptide sequence is GDYKLVEI. The MHC is HLA-B44:02 with pseudo-sequence HLA-B44:02. The binding affinity (normalized) is 0.189. (2) The peptide sequence is LPFMSDMSSK. The MHC is H-2-Db with pseudo-sequence H-2-Db. The binding affinity (normalized) is 0.0725. (3) The peptide sequence is YSLPNAGDVI. The MHC is H-2-Db with pseudo-sequence H-2-Db. The binding affinity (normalized) is 0.902. (4) The peptide sequence is APTGGVVKI. The MHC is HLA-B07:02 with pseudo-sequence HLA-B07:02. The binding affinity (normalized) is 0.308. (5) The peptide sequence is AIFFTTSLF. The MHC is HLA-A24:02 with pseudo-sequence HLA-A24:02. The binding affinity (normalized) is 0.344. (6) The peptide sequence is MQFKLGIPK. The MHC is HLA-B15:01 with pseudo-sequence HLA-B15:01. The binding affinity (normalized) is 0.472. (7) The peptide sequence is FTSTNDKIK. The MHC is HLA-A03:01 with pseudo-sequence HLA-A03:01. The binding affinity (normalized) is 0.345.